This data is from Forward reaction prediction with 1.9M reactions from USPTO patents (1976-2016). The task is: Predict the product of the given reaction. (1) Given the reactants [CH3:1][C:2]1[C:10]2[C:9]([NH2:11])=[N:8][CH:7]=[N:6][C:5]=2[S:4][CH:3]=1.[H-].[Na+].[Cl:14][C:15]1[CH:20]=[CH:19][C:18]([CH2:21][C:22](Cl)=[O:23])=[CH:17][CH:16]=1, predict the reaction product. The product is: [Cl:14][C:15]1[CH:20]=[CH:19][C:18]([CH2:21][C:22]([NH:11][C:9]2[C:10]3[C:2]([CH3:1])=[CH:3][S:4][C:5]=3[N:6]=[CH:7][N:8]=2)=[O:23])=[CH:17][CH:16]=1. (2) Given the reactants [OH:1][C:2]1[CH:9]=[CH:8][C:5]([CH:6]=[O:7])=[C:4]([CH3:10])[CH:3]=1.CC(C)([O-])C.[K+].[C:17]1(=[O:21])[O:20][CH2:19][CH2:18]1.Cl, predict the reaction product. The product is: [C:17]([CH2:18][CH2:19][O:1][C:2]1[CH:9]=[CH:8][C:5]([CH:6]=[O:7])=[C:4]([CH3:10])[CH:3]=1)([OH:21])=[O:20].